This data is from Forward reaction prediction with 1.9M reactions from USPTO patents (1976-2016). The task is: Predict the product of the given reaction. (1) Given the reactants [CH3:1][N:2]([CH3:25])[C:3]1[CH:11]=[C:10]2[C:6]([CH2:7][N:8]([C:13]3[CH:18]=[CH:17][C:16]([CH2:19][CH2:20][CH2:21][C:22]([OH:24])=[O:23])=[CH:15][CH:14]=3)[C:9]2=[O:12])=[CH:5][CH:4]=1.C[I:27], predict the reaction product. The product is: [I-:27].[C:22]([CH2:21][CH2:20][CH2:19][C:16]1[CH:15]=[CH:14][C:13]([N:8]2[C:9](=[O:12])[C:10]3[C:6](=[CH:5][CH:4]=[C:3]([NH+:2]([CH3:25])[CH3:1])[CH:11]=3)[CH2:7]2)=[CH:18][CH:17]=1)([OH:24])=[O:23]. (2) Given the reactants [C:1]([C:5]1[CH:6]=[C:7]2[C:12](=[C:13]([F:15])[CH:14]=1)[C:11](=[O:16])[N:10]([C:17]1[N:24]=[CH:23][CH:22]=[C:21](Cl)[C:18]=1[CH:19]=[O:20])[N:9]=[CH:8]2)([CH3:4])([CH3:3])[CH3:2].[CH3:26][C@H:27]1[CH2:32][N:31]([CH:33]2[CH2:36][O:35][CH2:34]2)[C@H:30]([CH3:37])[CH2:29][N:28]1[C:38]1[CH:39]=[CH:40][C:41]([NH:44][C:45]2[C:46](=[O:60])[N:47]([CH3:59])[CH:48]=[C:49](B3OC(C)(C)C(C)O3)[CH:50]=2)=[N:42][CH:43]=1.[O-]P([O-])([O-])=O.[K+].[K+].[K+], predict the reaction product. The product is: [C:1]([C:5]1[CH:6]=[C:7]2[C:12](=[C:13]([F:15])[CH:14]=1)[C:11](=[O:16])[N:10]([C:17]1[N:24]=[CH:23][CH:22]=[C:21]([C:49]3[CH:50]=[C:45]([NH:44][C:41]4[CH:40]=[CH:39][C:38]([N:28]5[CH2:29][C@@H:30]([CH3:37])[N:31]([CH:33]6[CH2:36][O:35][CH2:34]6)[CH2:32][C@@H:27]5[CH3:26])=[CH:43][N:42]=4)[C:46](=[O:60])[N:47]([CH3:59])[CH:48]=3)[C:18]=1[CH:19]=[O:20])[N:9]=[CH:8]2)([CH3:4])([CH3:3])[CH3:2]. (3) Given the reactants [C:1]([C:3]1[S:7][C:6]([S:8][CH3:9])=[N:5][C:4]=1[N:10]=[CH:11][N:12](C)C)#[N:2].N[C:16]1[CH:21]=[C:20]([O:22][CH2:23][C:24]2[CH:29]=[CH:28][C:27]([Br:30])=[CH:26][CH:25]=2)[CH:19]=[CH:18][C:17]=1[S:31][C:32]1[CH:37]=[CH:36][C:35]([OH:38])=[CH:34][CH:33]=1.NC1C=C(OCC2C=CC=C(Br)C=2)C=CC=1SC1C=CC(O)=CC=1, predict the reaction product. The product is: [Br:30][C:27]1[CH:28]=[CH:29][C:24]([CH2:23][O:22][C:20]2[CH:19]=[CH:18][C:17]([S:31][C:32]3[CH:37]=[CH:36][C:35]([OH:38])=[CH:34][CH:33]=3)=[C:16]([NH:2][C:1]3[C:3]4[S:7][C:6]([S:8][CH3:9])=[N:5][C:4]=4[N:10]=[CH:11][N:12]=3)[CH:21]=2)=[CH:25][CH:26]=1. (4) Given the reactants [NH2:1][NH:2][C:3](=[NH:14])[C:4]1[C:9]([C:10]([F:13])([F:12])[F:11])=[CH:8][CH:7]=[N:6][CH:5]=1.[Cl:15][C:16]1[CH:23]=[CH:22][CH:21]=[CH:20][C:17]=1[CH:18]=O, predict the reaction product. The product is: [Cl:15][C:16]1[CH:23]=[CH:22][CH:21]=[CH:20][C:17]=1[C:18]1[NH:1][N:2]=[C:3]([C:4]2[CH:5]=[N:6][CH:7]=[CH:8][C:9]=2[C:10]([F:11])([F:12])[F:13])[N:14]=1. (5) Given the reactants [C@@H:1]12[O:7][C@@H:4]([CH2:5][CH2:6]1)[CH2:3][C@H:2]2[CH2:8][C:9]([O:11]C)=[O:10].O[Li].O, predict the reaction product. The product is: [C@@H:1]12[O:7][C@@H:4]([CH2:5][CH2:6]1)[CH2:3][C@H:2]2[CH2:8][C:9]([OH:11])=[O:10].